This data is from Peptide-MHC class II binding affinity with 134,281 pairs from IEDB. The task is: Regression. Given a peptide amino acid sequence and an MHC pseudo amino acid sequence, predict their binding affinity value. This is MHC class II binding data. (1) The peptide sequence is YDKFLANVSTMLTGK. The MHC is DRB1_0401 with pseudo-sequence DRB1_0401. The binding affinity (normalized) is 0.790. (2) The peptide sequence is EGTNIYNNNEAFKVE. The MHC is DRB3_0202 with pseudo-sequence DRB3_0202. The binding affinity (normalized) is 0.599. (3) The peptide sequence is AGALEVHAVKPVTEE. The MHC is DRB1_0301 with pseudo-sequence DRB1_0301. The binding affinity (normalized) is 0.0399. (4) The peptide sequence is AKRMIAISAKVARDI. The binding affinity (normalized) is 0.899. The MHC is DRB1_1101 with pseudo-sequence DRB1_1101. (5) The peptide sequence is KKPDFILATDIAEMG. The MHC is DRB4_0103 with pseudo-sequence DRB4_0103. The binding affinity (normalized) is 0.432.